The task is: Regression. Given two drug SMILES strings and cell line genomic features, predict the synergy score measuring deviation from expected non-interaction effect.. This data is from NCI-60 drug combinations with 297,098 pairs across 59 cell lines. (1) Drug 1: CNC(=O)C1=NC=CC(=C1)OC2=CC=C(C=C2)NC(=O)NC3=CC(=C(C=C3)Cl)C(F)(F)F. Drug 2: N.N.Cl[Pt+2]Cl. Cell line: OVCAR-5. Synergy scores: CSS=26.0, Synergy_ZIP=-7.44, Synergy_Bliss=-2.21, Synergy_Loewe=-18.4, Synergy_HSA=-3.57. (2) Drug 1: C1=CC(=C2C(=C1NCCNCCO)C(=O)C3=C(C=CC(=C3C2=O)O)O)NCCNCCO. Drug 2: CC1C(C(CC(O1)OC2CC(CC3=C2C(=C4C(=C3O)C(=O)C5=C(C4=O)C(=CC=C5)OC)O)(C(=O)C)O)N)O.Cl. Cell line: A549. Synergy scores: CSS=50.8, Synergy_ZIP=-1.15, Synergy_Bliss=-2.45, Synergy_Loewe=-6.39, Synergy_HSA=1.33. (3) Drug 1: CN(C)N=NC1=C(NC=N1)C(=O)N. Drug 2: CC=C1C(=O)NC(C(=O)OC2CC(=O)NC(C(=O)NC(CSSCCC=C2)C(=O)N1)C(C)C)C(C)C. Cell line: NCI-H460. Synergy scores: CSS=47.2, Synergy_ZIP=-2.22, Synergy_Bliss=2.06, Synergy_Loewe=-7.21, Synergy_HSA=2.91. (4) Drug 1: CCC1(CC2CC(C3=C(CCN(C2)C1)C4=CC=CC=C4N3)(C5=C(C=C6C(=C5)C78CCN9C7C(C=CC9)(C(C(C8N6C=O)(C(=O)OC)O)OC(=O)C)CC)OC)C(=O)OC)O.OS(=O)(=O)O. Drug 2: CCN(CC)CCCC(C)NC1=C2C=C(C=CC2=NC3=C1C=CC(=C3)Cl)OC. Cell line: HOP-62. Synergy scores: CSS=25.8, Synergy_ZIP=-8.86, Synergy_Bliss=-1.51, Synergy_Loewe=-5.95, Synergy_HSA=-1.36.